Dataset: Full USPTO retrosynthesis dataset with 1.9M reactions from patents (1976-2016). Task: Predict the reactants needed to synthesize the given product. (1) Given the product [CH3:40][C:33]1[CH:34]=[C:35]([CH3:39])[CH:36]=[C:37]([CH3:38])[C:32]=1[S:29]([N:17]([C:18]1[CH:19]=[CH:20][C:21]([CH:24]=[CH:25][C:26](=[O:27])[N:1]2[CH2:5][CH2:4][CH2:3][CH2:2]2)=[CH:22][CH:23]=1)[CH2:16][C:15]1[CH:41]=[CH:42][CH:43]=[C:13]([O:12][CH:7]2[CH2:8][CH2:9][CH2:10][CH2:11][O:6]2)[CH:14]=1)(=[O:30])=[O:31], predict the reactants needed to synthesize it. The reactants are: [NH:1]1[CH2:5][CH2:4][CH2:3][CH2:2]1.[O:6]1[CH2:11][CH2:10][CH2:9][CH2:8][CH:7]1[O:12][C:13]1[CH:14]=[C:15]([CH:41]=[CH:42][CH:43]=1)[CH2:16][N:17]([S:29]([C:32]1[C:37]([CH3:38])=[CH:36][C:35]([CH3:39])=[CH:34][C:33]=1[CH3:40])(=[O:31])=[O:30])[C:18]1[CH:23]=[CH:22][C:21]([CH:24]=[CH:25][C:26](O)=[O:27])=[CH:20][CH:19]=1.C(N(CC)CC)C.CCCP1(OP(CCC)(=O)OP(CCC)(=O)O1)=O.C(O)C(N)(CO)CO.[N-]=C=O. (2) Given the product [CH2:3]([O:10][C:11](=[O:25])[NH:12][CH:13]1[CH2:14][CH2:15][CH:16]([N:19]([CH3:24])[C:20](=[N:22][CH3:23])[S:21][CH3:1])[CH2:17][CH2:18]1)[C:4]1[CH:9]=[CH:8][CH:7]=[CH:6][CH:5]=1.[IH:2], predict the reactants needed to synthesize it. The reactants are: [CH3:1][I:2].[CH2:3]([O:10][C:11](=[O:25])[NH:12][CH:13]1[CH2:18][CH2:17][CH:16]([N:19]([CH3:24])[C:20]([NH:22][CH3:23])=[S:21])[CH2:15][CH2:14]1)[C:4]1[CH:9]=[CH:8][CH:7]=[CH:6][CH:5]=1. (3) Given the product [CH3:11][C:12]1([N:17]2[C:21]3[N:22]=[CH:23][N:24]=[CH:25][C:20]=3[CH:19]=[CH:18]2)[CH2:15][O:16][CH2:13]1, predict the reactants needed to synthesize it. The reactants are: [Li+].C[Si]([N-][Si](C)(C)C)(C)C.[CH3:11][C:12]([N:17]1[C:21]2[N:22]=[CH:23][N:24]=[CH:25][C:20]=2[CH:19]=[CH:18]1)([CH2:15][OH:16])[CH2:13]O.S(Cl)(C1C=CC(C)=CC=1)(=O)=O.[NH4+].[Cl-].